Dataset: Full USPTO retrosynthesis dataset with 1.9M reactions from patents (1976-2016). Task: Predict the reactants needed to synthesize the given product. (1) Given the product [NH2:1][C:4]1[C:12]([NH2:13])=[CH:11][CH:10]=[C:9]2[C:5]=1[CH:6]=[N:7][NH:8]2, predict the reactants needed to synthesize it. The reactants are: [N+:1]([C:4]1[C:12]([NH2:13])=[CH:11][CH:10]=[C:9]2[C:5]=1[CH:6]=[N:7][NH:8]2)([O-])=O. (2) Given the product [CH2:13]([N:17]1[C:8](=[O:9])[C:3]2=[C:2]([CH3:1])[CH:12]=[CH:11][CH:10]=[C:4]2[C:5]1=[O:7])[CH:14]([CH3:16])[CH3:15], predict the reactants needed to synthesize it. The reactants are: [CH3:1][C:2]1[CH:12]=[CH:11][CH:10]=[C:4]2[C:5]([O:7][C:8](=[O:9])[C:3]=12)=O.[CH2:13]([NH2:17])[CH:14]([CH3:16])[CH3:15].C1(C)C=CC(S(O)(=O)=O)=CC=1.